From a dataset of Full USPTO retrosynthesis dataset with 1.9M reactions from patents (1976-2016). Predict the reactants needed to synthesize the given product. (1) Given the product [CH3:3][N:2]([CH2:4][C:5]1[CH:10]=[C:9]([C:11]([F:12])([F:13])[F:14])[N:8]=[C:7]([C:15]([N:51]2[CH2:52][CH2:53][CH:54]([N:57]3[CH2:58][C:59]([CH2:83][C:84]#[N:85])([N:61]4[CH:65]=[C:64]([C:66]5[C:67]6[CH:74]=[CH:73][NH:72][C:68]=6[N:69]=[CH:70][N:71]=5)[CH:63]=[N:62]4)[CH2:60]3)[CH2:55][CH2:56]2)=[O:17])[CH:6]=1)[CH3:1], predict the reactants needed to synthesize it. The reactants are: [CH3:1][N:2]([CH2:4][C:5]1[CH:10]=[C:9]([C:11]([F:14])([F:13])[F:12])[N:8]=[C:7]([C:15]([OH:17])=O)[CH:6]=1)[CH3:3].F[P-](F)(F)(F)(F)F.C[N+](C)=C(N(C)C)ON1C2N=CC=CC=2N=N1.C(N(CC)C(C)C)(C)C.[NH:51]1[CH2:56][CH2:55][CH:54]([N:57]2[CH2:60][C:59]([CH2:83][C:84]#[N:85])([N:61]3[CH:65]=[C:64]([C:66]4[C:67]5[CH:74]=[CH:73][N:72](COCC[Si](C)(C)C)[C:68]=5[N:69]=[CH:70][N:71]=4)[CH:63]=[N:62]3)[CH2:58]2)[CH2:53][CH2:52]1. (2) Given the product [Cl:18][C:19]1[CH:27]=[CH:26][C:22]([C:23]([N:1]2[CH2:6][CH2:5][CH:4]([NH:7][C:8]3[CH:17]=[CH:16][C:11]([C:12]([O:14][CH3:15])=[O:13])=[CH:10][N:9]=3)[CH2:3][CH2:2]2)=[O:24])=[CH:21][CH:20]=1, predict the reactants needed to synthesize it. The reactants are: [NH:1]1[CH2:6][CH2:5][CH:4]([NH:7][C:8]2[CH:17]=[CH:16][C:11]([C:12]([O:14][CH3:15])=[O:13])=[CH:10][N:9]=2)[CH2:3][CH2:2]1.[Cl:18][C:19]1[CH:27]=[CH:26][C:22]([C:23](O)=[O:24])=[CH:21][CH:20]=1.C1C=CC2N(O)N=NC=2C=1.CCN=C=NCCCN(C)C. (3) Given the product [C:14]1([CH2:13][O:20][C:21]2[CH:22]=[C:23]([CH:27]=[C:28]([O:38][CH2:39][C:40]3[CH:41]=[CH:42][CH:43]=[CH:44][CH:45]=3)[C:29]=2[O:30][CH2:31][C:32]2[CH:37]=[CH:36][CH:35]=[CH:34][CH:33]=2)[C:24]([O:1][C@@H:2]2[O:10][C@H:9]([CH2:11][O:12][C:24](=[O:26])[C:23]3[CH:22]=[C:21]([O:20][CH2:13][C:14]4[CH:19]=[CH:18][CH:17]=[CH:16][CH:15]=4)[C:29]([O:30][CH2:31][C:32]4[CH:37]=[CH:36][CH:35]=[CH:34][CH:33]=4)=[C:28]([O:38][CH2:39][C:51]4[CH:52]=[CH:53][CH:41]=[CH:40][CH:45]=4)[CH:27]=3)[C@@H:7]([O:8][C:24](=[O:26])[C:23]3[CH:27]=[C:28]([O:38][CH2:39][C:40]4[CH:45]=[CH:44][CH:43]=[CH:42][CH:41]=4)[C:29]([O:30][CH2:31][C:32]4[CH:33]=[CH:34][CH:35]=[CH:36][CH:37]=4)=[C:21]([O:20][CH2:13][C:14]4[CH:15]=[CH:16][CH:17]=[CH:18][CH:19]=4)[CH:22]=3)[C@H:5]([O:6][C:24](=[O:26])[C:23]3[CH:27]=[C:28]([O:38][CH2:39][C:40]4[CH:45]=[CH:44][CH:43]=[CH:42][CH:41]=4)[C:29]([O:30][CH2:31][C:32]4[CH:33]=[CH:34][CH:35]=[CH:36][CH:37]=4)=[C:21]([O:20][CH2:13][C:14]4[CH:15]=[CH:16][CH:17]=[CH:18][CH:19]=4)[CH:22]=3)[C@H:3]2[O:4][C:24](=[O:26])[C:23]2[CH:27]=[C:28]([O:38][CH2:39][C:40]3[CH:45]=[CH:44][CH:43]=[CH:42][CH:41]=3)[C:29]([O:30][CH2:31][C:32]3[CH:33]=[CH:34][CH:35]=[CH:36][CH:37]=3)=[C:21]([O:20][CH2:13][C:14]3[CH:15]=[CH:16][CH:17]=[CH:18][CH:19]=3)[CH:22]=2)=[O:26])[CH:19]=[CH:18][CH:17]=[CH:16][CH:15]=1, predict the reactants needed to synthesize it. The reactants are: [O:1]=[CH:2][C@@H:3]([C@H:5]([C@@H:7]([C@@H:9]([CH2:11][OH:12])[OH:10])[OH:8])[OH:6])[OH:4].[CH2:13]([O:20][C:21]1[CH:22]=[C:23]([CH:27]=[C:28]([O:38][CH2:39][C:40]2[CH:45]=[CH:44][CH:43]=[CH:42][CH:41]=2)[C:29]=1[O:30][CH2:31][C:32]1[CH:37]=[CH:36][CH:35]=[CH:34][CH:33]=1)[C:24]([OH:26])=O)[C:14]1[CH:19]=[CH:18][CH:17]=[CH:16][CH:15]=1.CCN=C=N[CH2:51][CH2:52][CH2:53]N(C)C.Cl. (4) The reactants are: [CH3:1][N:2]1[C:7](=[O:8])[CH:6]=[C:5]([N:9]2[CH2:14][CH2:13][O:12][CH2:11][CH2:10]2)[N:4]=[C:3]1[CH2:15][C:16]([O-:18])=O.[Na+].[Br:20][C:21]1[CH:22]=[C:23]([CH:25]=[CH:26][CH:27]=1)[NH2:24]. Given the product [Br:20][C:21]1[CH:22]=[C:23]([NH:24][C:16](=[O:18])[CH2:15][C:3]2[N:2]([CH3:1])[C:7](=[O:8])[CH:6]=[C:5]([N:9]3[CH2:10][CH2:11][O:12][CH2:13][CH2:14]3)[N:4]=2)[CH:25]=[CH:26][CH:27]=1, predict the reactants needed to synthesize it. (5) Given the product [CH:1]1([NH:7][C:8](=[O:33])[C:9]2[CH:14]=[C:13]([CH2:15][C:16]3[C:17](=[O:28])[C:18]([O:26][CH3:27])=[C:19]([O:24][CH3:25])[C:20](=[O:23])[C:21]=3[CH3:22])[CH:12]=[CH:11][C:10]=2[OH:29])[CH2:2][CH2:3][CH2:4][CH2:5][CH2:6]1, predict the reactants needed to synthesize it. The reactants are: [CH:1]1([NH:7][C:8](=[O:33])[C:9]2[CH:14]=[C:13]([CH2:15][C:16]3[C:17](=[O:28])[C:18]([O:26][CH3:27])=[C:19]([O:24][CH3:25])[C:20](=[O:23])[C:21]=3[CH3:22])[CH:12]=[CH:11][C:10]=2[O:29]C(=O)C)[CH2:6][CH2:5][CH2:4][CH2:3][CH2:2]1.C(=O)([O-])O.[Na+]. (6) The reactants are: [CH2:1]([C:5]1[C:6]2[N:20]=[C:19]([C:21]3[CH:35]=[C:34]([CH3:36])[C:24]([O:25][CH2:26][C:27]([O:29]C(C)(C)C)=[O:28])=[C:23]([CH3:37])[CH:22]=3)[O:18][C:7]=2[N:8]=[C:9]([O:11][CH2:12][CH2:13][C:14]([F:17])([F:16])[F:15])[N:10]=1)[CH:2]([CH3:4])[CH3:3].FC(F)(F)C(O)=O. Given the product [CH2:1]([C:5]1[C:6]2[N:20]=[C:19]([C:21]3[CH:22]=[C:23]([CH3:37])[C:24]([O:25][CH2:26][C:27]([OH:29])=[O:28])=[C:34]([CH3:36])[CH:35]=3)[O:18][C:7]=2[N:8]=[C:9]([O:11][CH2:12][CH2:13][C:14]([F:17])([F:16])[F:15])[N:10]=1)[CH:2]([CH3:4])[CH3:3], predict the reactants needed to synthesize it.